This data is from Full USPTO retrosynthesis dataset with 1.9M reactions from patents (1976-2016). The task is: Predict the reactants needed to synthesize the given product. (1) Given the product [NH2:6][C@@H:5]([CH2:14][CH2:15][C:16]1[C:25]2[C:20](=[CH:21][CH:22]=[CH:23][CH:24]=2)[N:19]=[C:18]([N:26]2[CH2:32][CH2:31][CH2:30][C:29]3[CH:33]=[CH:34][CH:35]=[CH:36][C:28]=3[CH2:27]2)[CH:17]=1)[CH2:4][OH:3], predict the reactants needed to synthesize it. The reactants are: CC1(C)[N:6](C(OC(C)(C)C)=O)[C@@H:5]([CH2:14][CH2:15][C:16]2[C:25]3[C:20](=[CH:21][CH:22]=[CH:23][CH:24]=3)[N:19]=[C:18]([N:26]3[CH2:32][CH2:31][CH2:30][C:29]4[CH:33]=[CH:34][CH:35]=[CH:36][C:28]=4[CH2:27]3)[CH:17]=2)[CH2:4][O:3]1.Cl.C(=O)([O-])[O-].[Na+].[Na+]. (2) Given the product [NH2:15]/[C:14](=[N:17]\[OH:18])/[CH:9]1[CH2:10][CH2:11][CH2:12][CH2:13][N:8]1[C:1]([O:3][C:4]([CH3:7])([CH3:6])[CH3:5])=[O:2], predict the reactants needed to synthesize it. The reactants are: [C:1]([N:8]1[CH2:13][CH2:12][CH2:11][CH2:10][CH:9]1[C:14]#[N:15])([O:3][C:4]([CH3:7])([CH3:6])[CH3:5])=[O:2].Cl.[NH2:17][OH:18].C(N(CC)CC)C. (3) Given the product [N+:16]([C:13]1[CH:14]=[CH:15][C:10]([C:9]2[S:21][C:2]3[CH:7]=[CH:6][N:5]=[CH:4][C:3]=3[N:8]=2)=[CH:11][CH:12]=1)([O-:18])=[O:17], predict the reactants needed to synthesize it. The reactants are: O[C:2]1[CH:7]=[CH:6][N:5]=[CH:4][C:3]=1[NH:8][C:9](=O)[C:10]1[CH:15]=[CH:14][C:13]([N+:16]([O-:18])=[O:17])=[CH:12][CH:11]=1.P12(SP3(SP(SP(S3)(S1)=S)(=S)S2)=S)=[S:21]. (4) The reactants are: [C:1]([NH:5][C:6]1[CH:7]=[C:8]([NH:12][C:13]2[C:18]([F:19])=[CH:17][N:16]=[C:15]([NH:20][C:21]3[CH:33]=[CH:32][C:24]([O:25][CH2:26][C:27]([O:29]CC)=[O:28])=[CH:23][CH:22]=3)[N:14]=2)[CH:9]=[CH:10][CH:11]=1)(=[O:4])[CH:2]=[CH2:3].O[Li].O.C(Cl)(Cl)Cl.CO. Given the product [C:1]([NH:5][C:6]1[CH:7]=[C:8]([NH:12][C:13]2[C:18]([F:19])=[CH:17][N:16]=[C:15]([NH:20][C:21]3[CH:22]=[CH:23][C:24]([O:25][CH2:26][C:27]([OH:29])=[O:28])=[CH:32][CH:33]=3)[N:14]=2)[CH:9]=[CH:10][CH:11]=1)(=[O:4])[CH:2]=[CH2:3], predict the reactants needed to synthesize it.